This data is from NCI-60 drug combinations with 297,098 pairs across 59 cell lines. The task is: Regression. Given two drug SMILES strings and cell line genomic features, predict the synergy score measuring deviation from expected non-interaction effect. (1) Drug 1: C1=CC(=CC=C1C#N)C(C2=CC=C(C=C2)C#N)N3C=NC=N3. Drug 2: CCCCCOC(=O)NC1=NC(=O)N(C=C1F)C2C(C(C(O2)C)O)O. Cell line: A549. Synergy scores: CSS=-4.63, Synergy_ZIP=5.10, Synergy_Bliss=6.76, Synergy_Loewe=-3.65, Synergy_HSA=-3.05. (2) Drug 1: C1=CC=C(C=C1)NC(=O)CCCCCCC(=O)NO. Drug 2: CC1=C(C(=O)C2=C(C1=O)N3CC4C(C3(C2COC(=O)N)OC)N4)N. Cell line: OVCAR3. Synergy scores: CSS=34.5, Synergy_ZIP=-7.22, Synergy_Bliss=-5.23, Synergy_Loewe=-9.13, Synergy_HSA=-3.04. (3) Drug 1: C1CC(C1)(C(=O)O)C(=O)O.[NH2-].[NH2-].[Pt+2]. Drug 2: CC=C1C(=O)NC(C(=O)OC2CC(=O)NC(C(=O)NC(CSSCCC=C2)C(=O)N1)C(C)C)C(C)C. Cell line: HS 578T. Synergy scores: CSS=57.5, Synergy_ZIP=5.01, Synergy_Bliss=6.08, Synergy_Loewe=5.39, Synergy_HSA=6.62. (4) Drug 1: CCC1(CC2CC(C3=C(CCN(C2)C1)C4=CC=CC=C4N3)(C5=C(C=C6C(=C5)C78CCN9C7C(C=CC9)(C(C(C8N6C=O)(C(=O)OC)O)OC(=O)C)CC)OC)C(=O)OC)O.OS(=O)(=O)O. Drug 2: COCCOC1=C(C=C2C(=C1)C(=NC=N2)NC3=CC=CC(=C3)C#C)OCCOC.Cl. Cell line: SR. Synergy scores: CSS=20.7, Synergy_ZIP=4.94, Synergy_Bliss=-0.292, Synergy_Loewe=-49.4, Synergy_HSA=-0.468. (5) Drug 1: CS(=O)(=O)CCNCC1=CC=C(O1)C2=CC3=C(C=C2)N=CN=C3NC4=CC(=C(C=C4)OCC5=CC(=CC=C5)F)Cl. Drug 2: C(CC(=O)O)C(=O)CN.Cl. Cell line: HL-60(TB). Synergy scores: CSS=2.15, Synergy_ZIP=-4.52, Synergy_Bliss=-10.8, Synergy_Loewe=-6.74, Synergy_HSA=-7.86. (6) Drug 1: CC1=C(C=C(C=C1)NC(=O)C2=CC=C(C=C2)CN3CCN(CC3)C)NC4=NC=CC(=N4)C5=CN=CC=C5. Drug 2: CC1C(C(CC(O1)OC2CC(OC(C2O)C)OC3=CC4=CC5=C(C(=O)C(C(C5)C(C(=O)C(C(C)O)O)OC)OC6CC(C(C(O6)C)O)OC7CC(C(C(O7)C)O)OC8CC(C(C(O8)C)O)(C)O)C(=C4C(=C3C)O)O)O)O. Cell line: MDA-MB-231. Synergy scores: CSS=45.7, Synergy_ZIP=1.37, Synergy_Bliss=2.14, Synergy_Loewe=-27.6, Synergy_HSA=0.426. (7) Drug 1: C1=C(C(=O)NC(=O)N1)N(CCCl)CCCl. Drug 2: CC1=C(C=C(C=C1)NC(=O)C2=CC=C(C=C2)CN3CCN(CC3)C)NC4=NC=CC(=N4)C5=CN=CC=C5. Cell line: NCI-H460. Synergy scores: CSS=13.3, Synergy_ZIP=-1.42, Synergy_Bliss=-3.16, Synergy_Loewe=-14.4, Synergy_HSA=-4.29.